This data is from Forward reaction prediction with 1.9M reactions from USPTO patents (1976-2016). The task is: Predict the product of the given reaction. (1) Given the reactants [NH2:1][C:2]1[CH:7]=[CH:6][C:5]([C:8]2[C:16]3[C:11](=[N:12][CH:13]=[CH:14][CH:15]=3)[NH:10][C:9]=2[C:17]([NH2:19])=[O:18])=[CH:4][CH:3]=1.[CH3:20][O:21][C:22]1[CH:27]=[CH:26][C:25]([C:28]([F:31])([F:30])[F:29])=[CH:24][C:23]=1[N:32]=[C:33]=[O:34], predict the reaction product. The product is: [CH3:20][O:21][C:22]1[CH:27]=[CH:26][C:25]([C:28]([F:31])([F:30])[F:29])=[CH:24][C:23]=1[NH:32][C:33](=[O:34])[NH:1][C:2]1[CH:3]=[CH:4][C:5]([C:8]2[C:16]3[C:11](=[N:12][CH:13]=[CH:14][CH:15]=3)[NH:10][C:9]=2[C:17]([NH2:19])=[O:18])=[CH:6][CH:7]=1. (2) The product is: [NH2:1][C:2]1[O:3][C:4]2[C:9]([CH:10]([C:14]3[CH:19]=[C:18]([O:20][CH3:21])[C:17]([O:22][CH3:23])=[C:16]([Br:24])[CH:15]=3)[C:11]=1[C:12]#[N:13])=[CH:8][CH:7]=[C:6]1[C:25]([NH:29][C:30](=[O:32])[CH3:31])=[CH:26][CH:27]=[CH:28][C:5]=21. Given the reactants [NH2:1][C:2]1[O:3][C:4]2[C:9]([CH:10]([C:14]3[CH:19]=[C:18]([O:20][CH3:21])[C:17]([O:22][CH3:23])=[C:16]([Br:24])[CH:15]=3)[C:11]=1[C:12]#[N:13])=[CH:8][CH:7]=[C:6]1[C:25]([NH2:29])=[CH:26][CH:27]=[CH:28][C:5]=21.[C:30](OC(=O)C)(=[O:32])[CH3:31], predict the reaction product.